This data is from Catalyst prediction with 721,799 reactions and 888 catalyst types from USPTO. The task is: Predict which catalyst facilitates the given reaction. (1) Reactant: [Cl:1][C:2]1[N:10]=[C:9]2[C:5]([N:6]=[C:7]([CH:13]=O)[N:8]2[CH2:11][CH3:12])=[C:4]([N:15]2[CH2:20][CH2:19][O:18][CH2:17][CH2:16]2)[N:3]=1.[CH3:21][N:22]([CH3:29])[CH:23]1[CH2:28][CH2:27][NH:26][CH2:25][CH2:24]1.CC(O)=O.[BH-](OC(C)=O)(OC(C)=O)OC(C)=O.[Na+]. Product: [Cl:1][C:2]1[N:10]=[C:9]2[C:5]([N:6]=[C:7]([CH2:13][N:26]3[CH2:27][CH2:28][CH:23]([N:22]([CH3:29])[CH3:21])[CH2:24][CH2:25]3)[N:8]2[CH2:11][CH3:12])=[C:4]([N:15]2[CH2:20][CH2:19][O:18][CH2:17][CH2:16]2)[N:3]=1. The catalyst class is: 26. (2) Reactant: [CH:1]1([CH2:4][O:5][C:6]2[CH:11]=[C:10]([O:12][CH3:13])[C:9]([F:14])=[CH:8][C:7]=2[C:15]2[C:16]3[NH:23][C:22]([CH3:24])=[C:21]([C:25](O)=[O:26])[C:17]=3[N:18]=[CH:19][N:20]=2)[CH2:3][CH2:2]1.CCN(C(C)C)C(C)C.[NH2:37][C@H:38]([CH2:66][C:67]1[CH:72]=[CH:71][CH:70]=[CH:69][CH:68]=1)[C:39]([N:41]1[CH2:46][CH2:45][CH:44]([N:47]2[C:52](=[O:53])[C:51]([CH3:55])([CH3:54])[CH2:50][C:49]([C:56]3[CH:61]=[CH:60][C:59]([O:62][CH3:63])=[C:58]([O:64][CH3:65])[CH:57]=3)=[N:48]2)[CH2:43][CH2:42]1)=[O:40].CCOC(C(C#N)=NOC(N1CCOCC1)=[N+](C)C)=O.F[P-](F)(F)(F)(F)F.C(=O)(O)[O-].[Na+]. Product: [CH:1]1([CH2:4][O:5][C:6]2[CH:11]=[C:10]([O:12][CH3:13])[C:9]([F:14])=[CH:8][C:7]=2[C:15]2[C:16]3[NH:23][C:22]([CH3:24])=[C:21]([C:25]([NH:37][C@H:38]([CH2:66][C:67]4[CH:72]=[CH:71][CH:70]=[CH:69][CH:68]=4)[C:39]([N:41]4[CH2:42][CH2:43][CH:44]([N:47]5[C:52](=[O:53])[C:51]([CH3:55])([CH3:54])[CH2:50][C:49]([C:56]6[CH:61]=[CH:60][C:59]([O:62][CH3:63])=[C:58]([O:64][CH3:65])[CH:57]=6)=[N:48]5)[CH2:45][CH2:46]4)=[O:40])=[O:26])[C:17]=3[N:18]=[CH:19][N:20]=2)[CH2:2][CH2:3]1. The catalyst class is: 2. (3) Reactant: [OH-].[Na+].[CH2:3]([O:10][C:11]1[CH:20]=[C:19]([I:21])[CH:18]=[CH:17][C:12]=1[C:13]([O:15]C)=[O:14])[C:4]1[CH:9]=[CH:8][CH:7]=[CH:6][CH:5]=1. Product: [CH2:3]([O:10][C:11]1[CH:20]=[C:19]([I:21])[CH:18]=[CH:17][C:12]=1[C:13]([OH:15])=[O:14])[C:4]1[CH:5]=[CH:6][CH:7]=[CH:8][CH:9]=1. The catalyst class is: 169. (4) Reactant: C([O-])(=O)C.[O:5]=[C:6]1[C@@H:9]([NH3+:10])[CH2:8][NH:7]1.CCN(C(C)C)C(C)C.[C:20]1([CH2:26][CH2:27][CH2:28][O:29][C:30](N2C=CC=CC2=O)=[O:31])[CH:25]=[CH:24][CH:23]=[CH:22][CH:21]=1.CCOCC. Product: [C:20]1([CH2:26][CH2:27][CH2:28][O:29][C:30](=[O:31])[NH:10][C@H:9]2[CH2:8][NH:7][C:6]2=[O:5])[CH:25]=[CH:24][CH:23]=[CH:22][CH:21]=1. The catalyst class is: 2. (5) Reactant: [CH2:1]([N:8]([CH:20]1[CH2:26][C:25]2[CH:27]=[C:28]([C:31]([NH2:33])=O)[CH:29]=[CH:30][C:24]=2[CH2:23][CH2:22][CH2:21]1)[CH2:9][C@H:10]([OH:19])[CH2:11][O:12][C:13]1[CH:18]=[CH:17][CH:16]=[CH:15][CH:14]=1)[C:2]1[CH:7]=[CH:6][CH:5]=[CH:4][CH:3]=1.[H-].[Al+3].[Li+].[H-].[H-].[H-].C(=O)(O)[O-].[Na+]. Product: [NH2:33][CH2:31][C:28]1[CH:29]=[CH:30][C:24]2[CH2:23][CH2:22][CH2:21][CH:20]([N:8]([CH2:9][C@H:10]([OH:19])[CH2:11][O:12][C:13]3[CH:14]=[CH:15][CH:16]=[CH:17][CH:18]=3)[CH2:1][C:2]3[CH:7]=[CH:6][CH:5]=[CH:4][CH:3]=3)[CH2:26][C:25]=2[CH:27]=1. The catalyst class is: 7. (6) Reactant: [C:1]1([CH2:7][O:8][C:9]([N:11]2[CH2:16][CH:15]=[C:14]([C:17]3[CH:22]=[CH:21][C:20]([N:23]4[CH2:27][C@H:26]([CH2:28][OH:29])[O:25][C:24]4=[O:30])=[CH:19][CH:18]=3)[CH2:13][CH2:12]2)=[O:10])[CH:6]=[CH:5][CH:4]=[CH:3][CH:2]=1.C(N(CC)CC)C.[CH3:38][S:39](Cl)(=[O:41])=[O:40]. Product: [C:1]1([CH2:7][O:8][C:9]([N:11]2[CH2:12][CH:13]=[C:14]([C:17]3[CH:22]=[CH:21][C:20]([N:23]4[CH2:27][C@H:26]([CH2:28][O:29][S:39]([CH3:38])(=[O:41])=[O:40])[O:25][C:24]4=[O:30])=[CH:19][CH:18]=3)[CH2:15][CH2:16]2)=[O:10])[CH:2]=[CH:3][CH:4]=[CH:5][CH:6]=1. The catalyst class is: 2. (7) Reactant: C(NC(C)C)(C)C.C([Li])CCC.C[O:14][CH2:15][C:16]([O:18][CH2:19]C)=O.[F:21][C:22]([F:29])([F:28])[C:23](OCC)=O.[C:30]([S:33][CH2:34][C:35]1[CH:40]=[CH:39][CH:38]=[CH:37][CH:36]=1)(=[NH:32])[NH2:31]. Product: [CH2:34]([S:33][C:30]1[NH:32][C:15](=[O:14])[C:16]([O:18][CH3:19])=[C:23]([C:22]([F:21])([F:28])[F:29])[N:31]=1)[C:35]1[CH:40]=[CH:39][CH:38]=[CH:37][CH:36]=1. The catalyst class is: 219. (8) Reactant: [OH:1][CH2:2][C:3]1O[CH:5]=[C:6]([O:10][CH2:11][C:12]2[CH:17]=[CH:16][C:15]([O:18][CH3:19])=[CH:14][CH:13]=2)[C:7](=[O:9])[CH:8]=1.Cl.[OH:21][NH2:22]. Product: [OH:21][N:22]1[CH:5]=[C:6]([O:10][CH2:11][C:12]2[CH:17]=[CH:16][C:15]([O:18][CH3:19])=[CH:14][CH:13]=2)[C:7](=[O:9])[CH:8]=[C:3]1[CH2:2][OH:1]. The catalyst class is: 17. (9) Product: [CH2:17]([N:24]1[CH2:28][CH2:27][C:26]([C:2]2[CH:7]=[C:6]([F:8])[CH:5]=[C:4]([F:9])[CH:3]=2)([OH:29])[CH2:25]1)[C:18]1[CH:19]=[CH:20][CH:21]=[CH:22][CH:23]=1. Reactant: Br[C:2]1[CH:7]=[C:6]([F:8])[CH:5]=[C:4]([F:9])[CH:3]=1.C([Li])CCCCC.[CH2:17]([N:24]1[CH2:28][CH2:27][C:26](=[O:29])[CH2:25]1)[C:18]1[CH:23]=[CH:22][CH:21]=[CH:20][CH:19]=1.O. The catalyst class is: 27.